The task is: Predict the product of the given reaction.. This data is from Forward reaction prediction with 1.9M reactions from USPTO patents (1976-2016). (1) Given the reactants [NH:1]1[CH2:6][CH2:5][CH:4]([C:7]([OH:9])=[O:8])[CH2:3][CH2:2]1.[OH-].[Na+].[O:12](C(OC(C)(C)C)=O)[C:13]([O:15][C:16]([CH3:19])([CH3:18])[CH3:17])=O, predict the reaction product. The product is: [C:13]([N:1]1[CH2:6][CH2:5][CH:4]([C:7]([OH:9])=[O:8])[CH2:3][CH2:2]1)([O:15][C:16]([CH3:19])([CH3:18])[CH3:17])=[O:12]. (2) Given the reactants C[O:2][C:3](=[O:18])[C:4]1[CH:9]=[C:8]([N+:10]([O-:12])=[O:11])[C:7]([C:13]([F:16])([F:15])[F:14])=[CH:6][C:5]=1[NH2:17].[OH-].[Na+].Cl, predict the reaction product. The product is: [NH2:17][C:5]1[CH:6]=[C:7]([C:13]([F:16])([F:15])[F:14])[C:8]([N+:10]([O-:12])=[O:11])=[CH:9][C:4]=1[C:3]([OH:18])=[O:2]. (3) Given the reactants [Br:1][C:2]1[CH:10]=[CH:9][C:5]([C:6]([OH:8])=O)=[C:4]([CH3:11])[CH:3]=1.CN(C(N(C)C)=[N+]1C2C(=NC=CC=2)N=N1)C.CN(C(ON1N=NC2C=CC=NC1=2)=[N+](C)C)C.F[P-](F)(F)(F)(F)F.CCN(C(C)C)C(C)C.[F:61][C:62]1([F:68])[CH2:67][CH2:66][NH:65][CH2:64][CH2:63]1, predict the reaction product. The product is: [Br:1][C:2]1[CH:10]=[CH:9][C:5]([C:6]([N:65]2[CH2:66][CH2:67][C:62]([F:68])([F:61])[CH2:63][CH2:64]2)=[O:8])=[C:4]([CH3:11])[CH:3]=1. (4) Given the reactants [NH2:1][C:2]1[C:6]([C:7]2[C:12]([CH3:13])=[CH:11][C:10]([CH3:14])=[CH:9][C:8]=2[CH3:15])=[CH:5][N:4]([CH3:16])[C:3]=1[C:17]([O:19]CC)=O.O.[CH:23]([NH2:25])=O, predict the reaction product. The product is: [CH3:16][N:4]1[C:3]2[C:17]([OH:19])=[N:25][CH:23]=[N:1][C:2]=2[C:6]([C:7]2[C:8]([CH3:15])=[CH:9][C:10]([CH3:14])=[CH:11][C:12]=2[CH3:13])=[CH:5]1. (5) Given the reactants [Cl:1][C:2]1[CH:7]=[CH:6][CH:5]=[C:4]([Cl:8])[C:3]=1[CH2:9][CH2:10][C:11]1[C:15]([CH2:16][O:17][C:18]2[CH:23]=[CH:22][C:21]([C:24]3[CH:33]=[C:32]4[C:27]([CH:28]=[CH:29][C:30]([C:34]([O:36]C)=[O:35])=[CH:31]4)=[CH:26][CH:25]=3)=[CH:20][CH:19]=2)=[C:14]([CH:38]([CH3:40])[CH3:39])[O:13][N:12]=1.CO.[OH-].[Na+], predict the reaction product. The product is: [Cl:1][C:2]1[CH:7]=[CH:6][CH:5]=[C:4]([Cl:8])[C:3]=1[CH2:9][CH2:10][C:11]1[C:15]([CH2:16][O:17][C:18]2[CH:23]=[CH:22][C:21]([C:24]3[CH:33]=[C:32]4[C:27]([CH:28]=[CH:29][C:30]([C:34]([OH:36])=[O:35])=[CH:31]4)=[CH:26][CH:25]=3)=[CH:20][CH:19]=2)=[C:14]([CH:38]([CH3:40])[CH3:39])[O:13][N:12]=1. (6) Given the reactants [C:1]([C@@H:3]1[CH2:7][CH2:6][CH2:5][N:4]1[C:8]([C@@H:10]1[C@@H:15]2[CH2:16][CH2:17][C@@H:12]([C@@H:13]([OH:19])[C@H:14]2[OH:18])[N:11]1C(OC(C)(C)C)=O)=[O:9])#[N:2].[ClH:27], predict the reaction product. The product is: [ClH:27].[OH:18][C@@H:14]1[C@H:13]([OH:19])[C@@H:12]2[CH2:17][CH2:16][C@H:15]1[C@@H:10]([C:8]([N:4]1[CH2:5][CH2:6][CH2:7][C@H:3]1[C:1]#[N:2])=[O:9])[NH:11]2.